Dataset: Forward reaction prediction with 1.9M reactions from USPTO patents (1976-2016). Task: Predict the product of the given reaction. (1) Given the reactants [Cl:1][C:2]1[CH:3]=[CH:4][C:5]2[N:6]([CH:8]=[C:9]([C:11]3[CH:16]=[CH:15][C:14]([CH2:17][CH3:18])=[C:13]([N+:19]([O-])=O)[CH:12]=3)[N:10]=2)[N:7]=1.CC(O)=O, predict the reaction product. The product is: [Cl:1][C:2]1[CH:3]=[CH:4][C:5]2[N:6]([CH:8]=[C:9]([C:11]3[CH:16]=[CH:15][C:14]([CH2:17][CH3:18])=[C:13]([CH:12]=3)[NH2:19])[N:10]=2)[N:7]=1. (2) Given the reactants [CH2:1]([N:5]1[C:17]2[CH2:16][CH2:15][CH2:14][CH2:13][C:12]=2[C:11]2[C:6]1=[CH:7][CH:8]=[C:9]([NH2:18])[CH:10]=2)[CH:2]([CH3:4])[CH3:3].[C:19]([C:21]1[CH:26]=[CH:25][C:24]([NH:27][C:28](=[O:36])[CH2:29][CH:30]([CH3:35])[CH2:31][C:32](O)=[O:33])=[CH:23][CH:22]=1)#[N:20].CCN(C(C)C)C(C)C.CN(C(ON1N=NC2C=CC=NC1=2)=[N+](C)C)C.F[P-](F)(F)(F)(F)F, predict the reaction product. The product is: [C:19]([C:21]1[CH:22]=[CH:23][C:24]([NH:27][C:28](=[O:36])[CH2:29][CH:30]([CH3:35])[CH2:31][C:32]([NH:18][C:9]2[CH:10]=[C:11]3[C:6](=[CH:7][CH:8]=2)[N:5]([CH2:1][CH:2]([CH3:4])[CH3:3])[C:17]2[CH2:16][CH2:15][CH2:14][CH2:13][C:12]3=2)=[O:33])=[CH:25][CH:26]=1)#[N:20]. (3) Given the reactants C([N:8]1[CH2:13][CH2:12][N:11]([NH2:14])[CH2:10][CH2:9]1)C1C=CC=CC=1.[H][H].[F:17][C:18]([F:29])([F:28])[O:19][C:20]1[CH:27]=[CH:26][C:23]([CH:24]=O)=[CH:22][CH:21]=1, predict the reaction product. The product is: [N:11]1([N:14]=[CH:24][C:23]2[CH:26]=[CH:27][C:20]([O:19][C:18]([F:29])([F:28])[F:17])=[CH:21][CH:22]=2)[CH2:12][CH2:13][NH:8][CH2:9][CH2:10]1. (4) Given the reactants C[O:2][C:3](=[O:34])[CH2:4][CH2:5][C:6]1[CH:11]=[CH:10][C:9]([O:12][CH2:13][CH2:14][C@H:15]([O:17][C:18]2[CH:23]=[CH:22][C:21]([CH2:24][CH3:25])=[CH:20][C:19]=2[O:26][C:27]2[CH:32]=[CH:31][CH:30]=[CH:29][CH:28]=2)[CH3:16])=[CH:8][C:7]=1[CH3:33].[OH-].[Na+].Cl, predict the reaction product. The product is: [CH2:24]([C:21]1[CH:22]=[CH:23][C:18]([O:17][C@H:15]([CH3:16])[CH2:14][CH2:13][O:12][C:9]2[CH:10]=[CH:11][C:6]([CH2:5][CH2:4][C:3]([OH:34])=[O:2])=[C:7]([CH3:33])[CH:8]=2)=[C:19]([O:26][C:27]2[CH:28]=[CH:29][CH:30]=[CH:31][CH:32]=2)[CH:20]=1)[CH3:25]. (5) Given the reactants [CH:1]([N:4]1[C:8]([CH:9]2[CH2:14][CH2:13][N:12]([CH:15]3COC3)[CH2:11][CH2:10]2)=[CH:7][C:6]([C:19]2[CH:20]=[C:21]([C:26]([F:29])([F:28])[F:27])[C:22]([NH2:25])=[N:23][CH:24]=2)=[N:5]1)([CH3:3])[CH3:2].IC1C=C(C2CCN(C)CC2)N(C(C)C)N=1, predict the reaction product. The product is: [CH:1]([N:4]1[C:8]([CH:9]2[CH2:14][CH2:13][N:12]([CH3:15])[CH2:11][CH2:10]2)=[CH:7][C:6]([C:19]2[CH:20]=[C:21]([C:26]([F:29])([F:28])[F:27])[C:22]([NH2:25])=[N:23][CH:24]=2)=[N:5]1)([CH3:3])[CH3:2].